The task is: Binary Classification. Given a miRNA mature sequence and a target amino acid sequence, predict their likelihood of interaction.. This data is from Experimentally validated miRNA-target interactions with 360,000+ pairs, plus equal number of negative samples. (1) The miRNA is mmu-miR-7025-5p with sequence CGUGAGCUGAAGCUGGUGGCUCCC. The protein sequence of the target gene is MPAKTPIYLKAANNKKGKKFKLRDILSPDMISPPLGDFRHTIHIGKEGQHDVFGDISFLQGNYELLPGNQEKAHLGQFPGHNEFFRANSTSDSVFTETPSPVLKNAISLPTIGGSQALMLPLLSPVTFNSKQESFGPAKLPRLSCEPVMEEKAQEKSSLLENGTVHQGDTSWGSSGSASQSSQGRDSHSSSLSEQYPDWPAEDMFDHPTPCELIKGKTKSEESLSDLTGSLLSLQLDLGPSLLDEVLNVMDKNK. Result: 0 (no interaction). (2) The miRNA is hsa-miR-28-5p with sequence AAGGAGCUCACAGUCUAUUGAG. The protein sequence of the target gene is MLRRRGSPGMGVHVGAALGALWFCLTGALEVQVPEDPVVALVGTDATLCCSFSPEPGFSLAQLNLIWQLTDTKQLVHSFAEGQDQGSAYANRTALFPDLLAQGNASLRLQRVRVADEGSFTCFVSIRDFGSAAVSLQVAAPYSKPSMTLEPNKDLRPGDTVTITCSSYQGYPEAEVFWQDGQGVPLTGNVTTSQMANEQGLFDVHSILRVVLGANGTYSCLVRNPVLQQDAHSSVTITPQRSPTGAVEVQVPEDPVVALVGTDATLRCSFSPEPGFSLAQLNLIWQLTDTKQLVHSFTEG.... Result: 1 (interaction).